This data is from Full USPTO retrosynthesis dataset with 1.9M reactions from patents (1976-2016). The task is: Predict the reactants needed to synthesize the given product. (1) The reactants are: [CH3:1][PH:2](=[O:6])[O:3][CH2:4][CH3:5].[Cl:7][C:8]1[CH:13]=[C:12]([N+:14]([O-:16])=[O:15])[CH:11]=[CH:10][C:9]=1I.CCN(C(C)C)C(C)C. Given the product [Cl:7][C:8]1[CH:13]=[C:12]([N+:14]([O-:16])=[O:15])[CH:11]=[CH:10][C:9]=1[P:2]([CH3:1])(=[O:6])[O:3][CH2:4][CH3:5], predict the reactants needed to synthesize it. (2) Given the product [NH2:29][C:27]1[C:26]([N+:30]([O-:32])=[O:31])=[CH:25][N:24]=[C:23]([N:5]2[CH2:6][CH2:7][C@H:2]([CH3:1])[C@H:3]([C:8]([N:10]3[CH2:14][CH2:13][CH2:12][CH2:11]3)=[O:9])[CH2:4]2)[N:28]=1, predict the reactants needed to synthesize it. The reactants are: [CH3:1][C@H:2]1[CH2:7][CH2:6][NH:5][CH2:4][C@H:3]1[C:8]([N:10]1[CH2:14][CH2:13][CH2:12][CH2:11]1)=[O:9].C(N(CC)CC)C.Cl[C:23]1[N:28]=[C:27]([NH2:29])[C:26]([N+:30]([O-:32])=[O:31])=[CH:25][N:24]=1. (3) The reactants are: Cl[C:2]1[N:7]=[C:6]([C:8]2[CH:13]=[CH:12][CH:11]=[CH:10][CH:9]=2)[N:5]=[C:4]([NH:14][CH2:15][CH2:16][NH:17][C:18](=[O:20])[CH3:19])[C:3]=1[CH3:21]. Given the product [NH2:14][CH2:15][CH2:16][NH:17][C:2]1[N:7]=[C:6]([C:8]2[CH:13]=[CH:12][CH:11]=[CH:10][CH:9]=2)[N:5]=[C:4]([NH:14][CH2:15][CH2:16][NH:17][C:18](=[O:20])[CH3:19])[C:3]=1[CH3:21], predict the reactants needed to synthesize it. (4) Given the product [CH3:1][O:2][C:3]1[CH:14]=[C:13]([O:15][CH3:16])[CH:12]=[CH:11][C:4]=1[CH2:5][NH:6][C:7](=[O:10])[CH2:8][I:17], predict the reactants needed to synthesize it. The reactants are: [CH3:1][O:2][C:3]1[CH:14]=[C:13]([O:15][CH3:16])[CH:12]=[CH:11][C:4]=1[CH2:5][NH:6][C:7](=[O:10])[CH2:8]Cl.[I-:17].[Na+].